Dataset: Reaction yield outcomes from USPTO patents with 853,638 reactions. Task: Predict the reaction yield, written as a fraction of the theoretical maximum amount of product (1.0 means a 100% yield; for example, 0.34 means a 34% yield). (1) The product is [CH:18]1([CH2:17][N:3]2[CH:7]=[CH:6][C:5]([C:8]3[CH:15]=[CH:14][C:11]([C:12]#[N:13])=[CH:10][CH:9]=3)=[N:4]2)[CH2:20][CH2:19]1. The yield is 0.650. The catalyst is CN(C=O)C. The reactants are [H-].[Na+].[NH:3]1[CH:7]=[CH:6][C:5]([C:8]2[CH:15]=[CH:14][C:11]([C:12]#[N:13])=[CH:10][CH:9]=2)=[N:4]1.Br[CH2:17][CH:18]1[CH2:20][CH2:19]1. (2) The reactants are [Br:1][C:2]1[CH:3]=[C:4]2[C:8](=[CH:9][CH:10]=1)[NH:7][C:6](=[O:11])[CH2:5]2.[CH2:12]([N:14]([CH2:37][CH3:38])[CH2:15][CH2:16][CH2:17][NH:18][C:19]([C:21]1[C:25]([C:26]2[CH:31]=[CH:30][CH:29]=[CH:28][CH:27]=2)=[C:24]([CH:32]=O)[NH:23][C:22]=1[CH:34]([CH3:36])[CH3:35])=[O:20])[CH3:13]. No catalyst specified. The product is [CH2:37]([N:14]([CH2:12][CH3:13])[CH2:15][CH2:16][CH2:17][NH:18][C:19]([C:21]1[C:25]([C:26]2[CH:31]=[CH:30][CH:29]=[CH:28][CH:27]=2)=[C:24]([CH:32]=[C:5]2[C:4]3[C:8](=[CH:9][CH:10]=[C:2]([Br:1])[CH:3]=3)[NH:7][C:6]2=[O:11])[NH:23][C:22]=1[CH:34]([CH3:36])[CH3:35])=[O:20])[CH3:38]. The yield is 0.710. (3) The reactants are [CH2:1]([O:4][C:5]1([CH3:50])[CH2:10][CH2:9][N:8]([C:11]2[C:12]3[N:13]([N:28]=[C:29]([C:31]4[CH:32]=[C:33]([C:37]5[C:42]([O:43][C@H:44]([CH2:46]C=C)[CH3:45])=[CH:41][CH:40]=[CH:39][C:38]=5[F:49])[CH:34]=[CH:35][CH:36]=4)[CH:30]=3)[CH:14]=[C:15]([CH3:27])[C:16]=2[C@H:17]([O:22][C:23]([CH3:26])([CH3:25])[CH3:24])[C:18]([O:20]C)=[O:19])[CH2:7][CH2:6]1)[CH:2]=[CH2:3].C1COCC1.[OH-].[Na+]. The catalyst is ClCCCl.CC1C=C(C)C(N2C(=[Ru](Cl)(Cl)=CC3C=CC=CC=3OC(C)C)N(C3C(C)=CC(C)=CC=3C)CC2)=C(C)C=1.CO.[Pd]. The product is [C:23]([O:22][C@@H:17]([C:16]1[C:15]([CH3:27])=[CH:14][N:13]2[N:28]=[C:29]3[CH:30]=[C:12]2[C:11]=1[N:8]1[CH2:9][CH2:10][C:5]([CH3:50])([O:4][CH2:1][CH2:2][CH2:3][CH2:46][C@H:44]([CH3:45])[O:43][C:42]2[CH:41]=[CH:40][CH:39]=[C:38]([F:49])[C:37]=2[C:33]2[CH:32]=[C:31]3[CH:36]=[CH:35][CH:34]=2)[CH2:6][CH2:7]1)[C:18]([OH:20])=[O:19])([CH3:25])([CH3:26])[CH3:24]. The yield is 0.196. (4) The reactants are C(N(CC)CC)C.Br[C:9]1[CH:10]=[C:11]([C:16]2[CH:21]=[CH:20][N:19]=[CH:18][CH:17]=2)[CH:12]=[C:13]([F:15])[CH:14]=1.[CH:22]([C:24]1[CH:29]=[CH:28][C:27]([N:30]2[CH2:35][CH2:34][N:33]([C:36](=[O:38])[CH3:37])[CH2:32][CH2:31]2)=[CH:26][CH:25]=1)=[CH2:23].CC1C=CC=CC=1P(C1C=CC=CC=1C)C1C=CC=CC=1C. The catalyst is O1CCCC1. The product is [F:15][C:13]1[CH:14]=[C:9]([CH:10]=[C:11]([C:16]2[CH:21]=[CH:20][N:19]=[CH:18][CH:17]=2)[CH:12]=1)/[CH:23]=[CH:22]/[C:24]1[CH:25]=[CH:26][C:27]([N:30]2[CH2:31][CH2:32][N:33]([C:36](=[O:38])[CH3:37])[CH2:34][CH2:35]2)=[CH:28][CH:29]=1. The yield is 0.0700.